Dataset: Reaction yield outcomes from USPTO patents with 853,638 reactions. Task: Predict the reaction yield, written as a fraction of the theoretical maximum amount of product (1.0 means a 100% yield; for example, 0.34 means a 34% yield). (1) The reactants are [CH3:1][C:2]1[NH:3][C:4](=[O:26])[C:5]([CH2:11][C:12]2[CH:17]=[CH:16][C:15]([C:18]3[C:19]([C:24]#[N:25])=[CH:20][CH:21]=[CH:22][CH:23]=3)=[CH:14][CH:13]=2)=[C:6]([CH2:8][CH2:9][CH3:10])[N:7]=1.N(C(N1CCCCC1)=O)=NC(N1CCCCC1)=O.C(P(CCCC)CCCC)CCC.[N:58]1[CH:63]=[CH:62][CH:61]=[CH:60][C:59]=1[CH2:64]O. The catalyst is O1CCCC1. The product is [CH3:1][C:2]1[N:3]([CH2:64][C:59]2[CH:60]=[CH:61][CH:62]=[CH:63][N:58]=2)[C:4](=[O:26])[C:5]([CH2:11][C:12]2[CH:17]=[CH:16][C:15]([C:18]3[C:19]([C:24]#[N:25])=[CH:20][CH:21]=[CH:22][CH:23]=3)=[CH:14][CH:13]=2)=[C:6]([CH2:8][CH2:9][CH3:10])[N:7]=1. The yield is 0.310. (2) The reactants are [F:1][C:2]1[CH:23]=[C:22]([C:24]2[CH:33]=[CH:32][C:27]3[N:28]([CH3:31])[CH:29]=[N:30][C:26]=3[CH:25]=2)[CH:21]=[CH:20][C:3]=1[C:4]([N:6]1[CH2:11][CH2:10][N:9](C(OC(C)(C)C)=O)[C@@H:8]([CH3:19])[CH2:7]1)=[O:5].[ClH:34]. The catalyst is ClCCl. The product is [ClH:34].[F:1][C:2]1[CH:23]=[C:22]([C:24]2[CH:33]=[CH:32][C:27]3[N:28]([CH3:31])[CH:29]=[N:30][C:26]=3[CH:25]=2)[CH:21]=[CH:20][C:3]=1[C:4]([N:6]1[CH2:11][CH2:10][NH:9][C@@H:8]([CH3:19])[CH2:7]1)=[O:5]. The yield is 0.950. (3) The reactants are C[N:2]1[CH2:7]COCC1.ClC(OCC)=[O:10].[C:14]([CH2:16][CH2:17][O:18][C:19]([CH2:21][C:22]1([CH2:28]C(O)=O)[CH2:27][CH2:26][CH2:25][CH2:24][CH2:23]1)=[O:20])#[N:15].[N-]=[N+]=[N-].[Na+]. The catalyst is C1COCC1. The product is [N:2]([CH2:28][C:22]1([CH2:21][C:19]([O:18][CH2:17][CH2:16][C:14]#[N:15])=[O:20])[CH2:23][CH2:24][CH2:25][CH2:26][CH2:27]1)=[C:7]=[O:10]. The yield is 0.640. (4) The product is [Cl:1][C:2]1[CH:7]=[C:6]([O:8][C@@H:9]([CH3:14])[C:10]([F:11])([F:12])[F:13])[CH:5]=[CH:4][C:3]=1[SH:15]. The reactants are [Cl:1][C:2]1[CH:7]=[C:6]([O:8][C@@H:9]([CH3:14])[C:10]([F:13])([F:12])[F:11])[CH:5]=[CH:4][C:3]=1[S:15]C(C1C=CC=CC=1)(C1C=CC=CC=1)C1C=CC=CC=1.FC(F)(F)C(O)=O.C([SiH](CC)CC)C. The yield is 0.930. The catalyst is ClCCl. (5) The reactants are [CH2:1]([O:8][C:9]1[C:18](=[O:19])[N:17]2[C:12]([C:13]([CH3:21])([CH3:20])[O:14][CH2:15][CH2:16]2)=[N:11][C:10]=1[C:22]([NH:24][CH2:25][C:26]1[CH:34]=[CH:33][C:32]([F:35])=[CH:31][C:27]=1[C:28](O)=[O:29])=[O:23])[C:2]1[CH:7]=[CH:6][CH:5]=[CH:4][CH:3]=1.F[P-](F)(F)(F)(F)F.[N:43]1(OC(N(C)C)=[N+](C)C)[C:47]2N=CC=C[C:46]=2[N:45]=N1.C(CN)O. The catalyst is CN(C=O)C. The product is [NH2:43][CH2:47][CH2:46][NH:45][C:28]([C:27]1[CH:31]=[C:32]([F:35])[CH:33]=[CH:34][C:26]=1[CH2:25][NH:24][C:22]([C:10]1[N:11]=[C:12]2[N:17]([C:18](=[O:19])[C:9]=1[O:8][CH2:1][C:2]1[CH:3]=[CH:4][CH:5]=[CH:6][CH:7]=1)[CH2:16][CH2:15][O:14][C:13]2([CH3:21])[CH3:20])=[O:23])=[O:29]. The yield is 0.870. (6) The reactants are [Cl:1][C:2]([Cl:6])([Cl:5])[C:3]#[N:4].C1CCN2C(=NCCC2)CC1.[CH2:18]([O:25][C@@H:26]1[C@@H:32]([O:33][CH2:34][C:35]2[CH:40]=[CH:39][CH:38]=[CH:37][CH:36]=2)[C@H:31]([CH3:41])[O:30][C@@H:28]([OH:29])[C@@H:27]1[O:42][C:43](=[O:49])[CH2:44][CH2:45][C:46]([CH3:48])=[O:47])[C:19]1[CH:24]=[CH:23][CH:22]=[CH:21][CH:20]=1. The catalyst is C(Cl)Cl. The product is [Cl:1][C:2]([Cl:6])([Cl:5])[C:3](=[NH:4])[O:29][C@@H:28]1[O:30][C@@H:31]([CH3:41])[C@H:32]([O:33][CH2:34][C:35]2[CH:36]=[CH:37][CH:38]=[CH:39][CH:40]=2)[C@@H:26]([O:25][CH2:18][C:19]2[CH:24]=[CH:23][CH:22]=[CH:21][CH:20]=2)[C@H:27]1[O:42][C:43](=[O:49])[CH2:44][CH2:45][C:46]([CH3:48])=[O:47]. The yield is 0.950. (7) The reactants are C[Al](C)C.[CH:5]1([CH2:8][NH:9][CH2:10][CH2:11][CH3:12])[CH2:7][CH2:6]1.C(O[C:16]([C:18]1[N:22]2[C:23]3[CH:24]=[C:25]([F:39])[CH:26]=[CH:27][C:28]=3[N:29]([C:30]3[C:35]([CH3:36])=[CH:34][C:33]([CH3:37])=[CH:32][C:31]=3[CH3:38])[C:21]2=[N:20][C:19]=1[CH3:40])=[O:17])C.[OH-].[Na+]. The catalyst is C1C=CC=CC=1. The product is [CH:5]1([CH2:8][N:9]([CH2:10][CH2:11][CH3:12])[C:16]([C:18]2[N:22]3[C:23]4[CH:24]=[C:25]([F:39])[CH:26]=[CH:27][C:28]=4[N:29]([C:30]4[C:35]([CH3:36])=[CH:34][C:33]([CH3:37])=[CH:32][C:31]=4[CH3:38])[C:21]3=[N:20][C:19]=2[CH3:40])=[O:17])[CH2:7][CH2:6]1. The yield is 1.00. (8) The reactants are [Br:1][C:2]1[CH:3]=[CH:4][C:5]([CH3:8])=[N:6][CH:7]=1.OO.NC(N)=[O:13].FC(F)(F)C(OC(=O)C(F)(F)F)=O. The catalyst is C(Cl)Cl. The product is [Br:1][C:2]1[CH:3]=[CH:4][C:5]([CH3:8])=[N+:6]([O-:13])[CH:7]=1. The yield is 0.600. (9) The catalyst is ClCCl. The product is [C:1]([C:4]([C@@H:17]1[CH2:21][CH2:20][NH:19][CH2:18]1)([C:11]1[CH:12]=[CH:13][CH:14]=[CH:15][CH:16]=1)[C:5]1[CH:10]=[CH:9][CH:8]=[CH:7][CH:6]=1)(=[O:3])[NH2:2]. The reactants are [C:1]([C:4]([C@@H:17]1[CH2:21][CH2:20][N:19](CCCCCCCO)[CH2:18]1)([C:11]1[CH:16]=[CH:15][CH:14]=[CH:13][CH:12]=1)[C:5]1[CH:10]=[CH:9][CH:8]=[CH:7][CH:6]=1)(=[O:3])[NH2:2].C(N(CC)C(C)C)(C)C.CS(C)=O.O. The yield is 0.980. (10) The reactants are [F:1][C:2]1[CH:7]=[CH:6][C:5]([C@@H:8]2[N:13]([C:14]([O:16][C:17]([CH3:20])([CH3:19])[CH3:18])=[O:15])[CH2:12][CH2:11][N:10]3[C:21](=[O:24])[CH2:22][CH2:23][C@@H:9]23)=[C:4]([CH3:25])[CH:3]=1.[Li+].C[Si]([N-][Si](C)(C)C)(C)C.CN1C(=O)N(C)[CH2:40][CH2:39][CH2:38]1.[CH2:45](Br)[CH:46]=[CH2:47]. The catalyst is C1COCC1. The product is [CH2:38]([C:22]1([CH2:47][CH:46]=[CH2:45])[C:21](=[O:24])[N:10]2[CH2:11][CH2:12][N:13]([C:14]([O:16][C:17]([CH3:20])([CH3:19])[CH3:18])=[O:15])[C@H:8]([C:5]3[CH:6]=[CH:7][C:2]([F:1])=[CH:3][C:4]=3[CH3:25])[C@@H:9]2[CH2:23]1)[CH:39]=[CH2:40]. The yield is 0.810.